Dataset: CYP2D6 inhibition data for predicting drug metabolism from PubChem BioAssay. Task: Regression/Classification. Given a drug SMILES string, predict its absorption, distribution, metabolism, or excretion properties. Task type varies by dataset: regression for continuous measurements (e.g., permeability, clearance, half-life) or binary classification for categorical outcomes (e.g., BBB penetration, CYP inhibition). Dataset: cyp2d6_veith. (1) The molecule is O=c1[nH]c(=O)c2nc3ccccc3nc2[nH]1. The result is 0 (non-inhibitor). (2) The compound is Cc1cc(C(F)F)n2nc(C(=O)Nc3sc4c(c3C#N)CCC(C)C4)nc2n1. The result is 0 (non-inhibitor).